From a dataset of Forward reaction prediction with 1.9M reactions from USPTO patents (1976-2016). Predict the product of the given reaction. (1) Given the reactants Cl[C:2]1[C:7]2[C:8](=[O:32])[N:9]([C:13]3[CH:18]=[CH:17][C:16]([N:19]4[CH2:23][CH2:22][N:21]([CH2:24][C:25]([O:27][CH2:28][CH3:29])=[O:26])[C:20]4=[O:30])=[C:15]([CH3:31])[CH:14]=3)[CH2:10][CH2:11][O:12][C:6]=2[N:5]=[CH:4][N:3]=1.[NH3:33], predict the reaction product. The product is: [NH2:33][C:2]1[C:7]2[C:8](=[O:32])[N:9]([C:13]3[CH:18]=[CH:17][C:16]([N:19]4[CH2:23][CH2:22][N:21]([CH2:24][C:25]([O:27][CH2:28][CH3:29])=[O:26])[C:20]4=[O:30])=[C:15]([CH3:31])[CH:14]=3)[CH2:10][CH2:11][O:12][C:6]=2[N:5]=[CH:4][N:3]=1. (2) Given the reactants [CH3:1][O:2][CH:3]([O:16][CH3:17])[C:4]1[C:13]([CH:14]=[O:15])=[CH:12][C:11]2[CH2:10][CH2:9][CH2:8][NH:7][C:6]=2[N:5]=1.[CH3:18][Mg+].[Br-], predict the reaction product. The product is: [CH3:17][O:16][CH:3]([O:2][CH3:1])[C:4]1[C:13]([CH:14]([OH:15])[CH3:18])=[CH:12][C:11]2[CH2:10][CH2:9][CH2:8][NH:7][C:6]=2[N:5]=1. (3) The product is: [CH3:1][O:2][C:3]1[CH:4]=[C:5]2[C:10](=[CH:11][CH:12]=1)[N:9]=[C:8]([C:13]1[CH:14]=[N:15][CH:16]=[CH:17][CH:18]=1)[N:7]=[C:6]2[N:19]1[C:27]2[C:22](=[CH:23][C:24]([NH:28][C:38](=[O:39])[CH2:37][CH:36]([CH3:41])[CH3:35])=[CH:25][CH:26]=2)[CH2:21][CH2:20]1. Given the reactants [CH3:1][O:2][C:3]1[CH:4]=[C:5]2[C:10](=[CH:11][CH:12]=1)[N:9]=[C:8]([C:13]1[CH:14]=[N:15][CH:16]=[CH:17][CH:18]=1)[N:7]=[C:6]2[N:19]1[C:27]2[C:22](=[CH:23][C:24]([NH2:28])=[CH:25][CH:26]=2)[CH2:21][CH2:20]1.N1C=CC=CC=1.[CH3:35][CH:36]([CH3:41])[CH2:37][C:38](Cl)=[O:39], predict the reaction product. (4) Given the reactants [NH2:1][C:2]1[CH:7]=[CH:6][C:5]([NH:8][C:9]([N:11]2[CH2:16][CH2:15][N:14]([C:17]3[C:26]4[C:21](=[CH:22][C:23]([O:29][CH3:30])=[C:24]([O:27][CH3:28])[CH:25]=4)[N:20]=[CH:19][N:18]=3)[CH2:13][CH2:12]2)=[O:10])=[CH:4][CH:3]=1.[C:31](OC(=O)C)(=[O:33])[CH3:32].C(N(CC)CC)C.CO, predict the reaction product. The product is: [C:31]([NH:1][C:2]1[CH:7]=[CH:6][C:5]([NH:8][C:9]([N:11]2[CH2:12][CH2:13][N:14]([C:17]3[C:26]4[C:21](=[CH:22][C:23]([O:29][CH3:30])=[C:24]([O:27][CH3:28])[CH:25]=4)[N:20]=[CH:19][N:18]=3)[CH2:15][CH2:16]2)=[O:10])=[CH:4][CH:3]=1)(=[O:33])[CH3:32]. (5) Given the reactants [CH3:1][N:2]1[CH2:7][CH2:6][N:5]([CH2:8][CH2:9][CH2:10]O)[CH2:4][CH2:3]1.[ClH:12].[Cl:13][C:14]([O:16][C:17](Cl)(Cl)Cl)=[O:15], predict the reaction product. The product is: [CH3:1][N:2]1[CH2:7][CH2:6][N:5]([CH2:8][CH2:9][CH3:10])[CH2:4][CH2:3]1.[ClH:13].[ClH:12].[Cl:13][C:14]([O:16][CH2:17][CH3:1])=[O:15]. (6) Given the reactants Cl[C:2]1[N:11]=[C:10]2[C:5]([C:6](=[O:21])[C:7]([C:16]([O:18][CH2:19][CH3:20])=[O:17])=[CH:8][N:9]2[CH2:12][CH2:13][C:14]#[N:15])=[CH:4][C:3]=1[F:22].[C:23]([O:27][C:28]([NH:30][CH:31]1[CH2:34][NH:33][CH2:32]1)=[O:29])([CH3:26])([CH3:25])[CH3:24], predict the reaction product. The product is: [C:23]([O:27][C:28]([NH:30][CH:31]1[CH2:32][N:33]([C:2]2[N:11]=[C:10]3[C:5]([C:6](=[O:21])[C:7]([C:16]([O:18][CH2:19][CH3:20])=[O:17])=[CH:8][N:9]3[CH2:12][CH2:13][C:14]#[N:15])=[CH:4][C:3]=2[F:22])[CH2:34]1)=[O:29])([CH3:26])([CH3:24])[CH3:25].